From a dataset of Full USPTO retrosynthesis dataset with 1.9M reactions from patents (1976-2016). Predict the reactants needed to synthesize the given product. (1) The reactants are: [N-:1]=[N+:2]=[N-:3].[Na+].CC1C=CC(S(O[CH2:16][CH2:17][N:18]2[CH:22]=[C:21]([C:23]3[CH:28]=[CH:27][CH:26]=[CH:25][CH:24]=3)[CH:20]=[C:19]2[CH3:29])(=O)=O)=CC=1. Given the product [N:1]([CH2:16][CH2:17][N:18]1[CH:22]=[C:21]([C:23]2[CH:28]=[CH:27][CH:26]=[CH:25][CH:24]=2)[CH:20]=[C:19]1[CH3:29])=[N+:2]=[N-:3], predict the reactants needed to synthesize it. (2) Given the product [CH3:1][C:2]([C:7]1[CH:12]=[CH:11][CH:10]=[CH:9][CH:8]=1)([CH2:5][CH3:6])[C:3]([OH:15])=[O:19], predict the reactants needed to synthesize it. The reactants are: [CH3:1][C:2]([C:7]1[CH:12]=[CH:11][CH:10]=[CH:9][CH:8]=1)([CH2:5][CH3:6])[C:3]#N.CC[O:15]C(C)=O.[OH2:19]. (3) The reactants are: [Br:1][C:2]1[CH:10]=[CH:9][C:5]([CH2:6][C:7]#N)=[C:4]([Cl:11])[CH:3]=1.[OH2:12].[OH-:13].[K+]. Given the product [Br:1][C:2]1[CH:10]=[CH:9][C:5]([CH2:6][C:7]([OH:13])=[O:12])=[C:4]([Cl:11])[CH:3]=1, predict the reactants needed to synthesize it. (4) Given the product [CH3:1][O:2][C:3](=[O:31])[C:4]([C:16]1[CH:21]=[CH:20][C:19]([O:22][C:23]2[CH:28]=[CH:27][C:26]([CH:29]=[C:36]3[S:32][C:33](=[O:38])[NH:34][C:35]3=[O:37])=[CH:25][CH:24]=2)=[CH:18][CH:17]=1)=[CH:5][C:6]1[CH:7]=[C:8]([O:14][CH3:15])[CH:9]=[C:10]([O:12][CH3:13])[CH:11]=1, predict the reactants needed to synthesize it. The reactants are: [CH3:1][O:2][C:3](=[O:31])[C:4]([C:16]1[CH:21]=[CH:20][C:19]([O:22][C:23]2[CH:28]=[CH:27][C:26]([CH:29]=O)=[CH:25][CH:24]=2)=[CH:18][CH:17]=1)=[CH:5][C:6]1[CH:11]=[C:10]([O:12][CH3:13])[CH:9]=[C:8]([O:14][CH3:15])[CH:7]=1.[S:32]1[CH2:36][C:35](=[O:37])[NH:34][C:33]1=[O:38].C(O)(=O)C1C=CC=CC=1.N1CCCCC1. (5) Given the product [N:15]1[CH:16]=[CH:17][CH:18]=[C:13]([C:12]2[N:2]3[CH2:8][CH2:7][CH2:6][CH2:5][NH:4][C:3]3=[N:9][N:10]=2)[CH:14]=1, predict the reactants needed to synthesize it. The reactants are: I.[NH:2]1[CH2:8][CH2:7][CH2:6][CH2:5][NH:4][C:3]1=[N:9][NH2:10].Cl.[C:12](Cl)(=O)[C:13]1[CH:18]=[CH:17][CH:16]=[N:15][CH:14]=1.C([O-])([O-])=O.[Na+].[Na+].